From a dataset of Full USPTO retrosynthesis dataset with 1.9M reactions from patents (1976-2016). Predict the reactants needed to synthesize the given product. (1) Given the product [CH2:19]([C@H:4]([NH:3][C:40](=[O:41])[C@@H:39]([N:38]1[CH2:37][CH2:36][C@:28]2([N:32]([CH2:33][CH2:34][CH3:35])[CH2:31][CH2:30][CH2:29]2)[C:27]1=[O:26])[CH3:43])[C@H:5]([OH:18])[CH2:6][NH:7][CH2:8][C:9]1[CH:14]=[CH:13][CH:12]=[C:11]([CH:15]([CH3:16])[CH3:17])[CH:10]=1)[C:20]1[CH:21]=[CH:22][CH:23]=[CH:24][CH:25]=1, predict the reactants needed to synthesize it. The reactants are: Cl.Cl.[NH2:3][C@@H:4]([CH2:19][C:20]1[CH:25]=[CH:24][CH:23]=[CH:22][CH:21]=1)[C@H:5]([OH:18])[CH2:6][NH:7][CH2:8][C:9]1[CH:14]=[CH:13][CH:12]=[C:11]([CH:15]([CH3:17])[CH3:16])[CH:10]=1.[O:26]=[C:27]1[N:38]([C@@H:39]([CH3:43])[C:40](O)=[O:41])[CH2:37][CH2:36][C@@:28]21[N:32]([CH2:33][CH2:34][CH3:35])[CH2:31][CH2:30][CH2:29]2.CN(C(ON1N=NC2C=CC=CC1=2)=[N+](C)C)C.[B-](F)(F)(F)F.CN1CCOCC1. (2) Given the product [NH2:1][C:2]1[C:3]2[C:10]([C:11]3[CH:16]=[CH:15][CH:14]=[C:13]([O:17][CH2:18][CH:19]4[CH2:24][CH2:23][CH2:22][CH2:21][O:20]4)[CH:12]=3)=[CH:9][N:8]([C@@H:25]3[CH2:28][C@H:27]([CH2:29][N:31]4[CH2:36][CH2:35][O:34][CH2:33][C@H:32]4[C:37]([NH2:39])=[O:38])[CH2:26]3)[C:4]=2[N:5]=[CH:6][N:7]=1, predict the reactants needed to synthesize it. The reactants are: [NH2:1][C:2]1[C:3]2[C:10]([C:11]3[CH:16]=[CH:15][CH:14]=[C:13]([O:17][CH2:18][CH:19]4[CH2:24][CH2:23][CH2:22][CH2:21][O:20]4)[CH:12]=3)=[CH:9][N:8]([C@@H:25]3[CH2:28][C@H:27]([CH:29]=O)[CH2:26]3)[C:4]=2[N:5]=[CH:6][N:7]=1.[NH:31]1[CH2:36][CH2:35][O:34][CH2:33][C@H:32]1[C:37]([NH2:39])=[O:38]. (3) Given the product [Br:21][CH2:13][C:3]1[CH:4]=[C:5]([O:8][CH2:9][CH2:10][O:11][CH3:12])[CH:6]=[CH:7][C:2]=1[Cl:1], predict the reactants needed to synthesize it. The reactants are: [Cl:1][C:2]1[CH:7]=[CH:6][C:5]([O:8][CH2:9][CH2:10][O:11][CH3:12])=[CH:4][C:3]=1[CH3:13].C1C(=O)N([Br:21])C(=O)C1.C(OOC(=O)C1C=CC=CC=1)(=O)C1C=CC=CC=1. (4) Given the product [CH3:40][C@@H:29]1[NH:30][CH2:31][CH2:32][N:27]([CH2:26][C:24]2[S:25][C:21]([C:17]3[CH:16]=[C:15]([CH2:14][NH:13][C:10]([C:8]4[CH:7]=[CH:6][C:5]5[O:1][CH2:2][O:3][C:4]=5[CH:9]=4)=[O:12])[CH:20]=[CH:19][CH:18]=3)=[CH:22][CH:23]=2)[CH2:28]1, predict the reactants needed to synthesize it. The reactants are: [O:1]1[C:5]2[CH:6]=[CH:7][C:8]([C:10]([OH:12])=O)=[CH:9][C:4]=2[O:3][CH2:2]1.[NH2:13][CH2:14][C:15]1[CH:16]=[C:17]([C:21]2[S:25][C:24]([CH2:26][N:27]3[CH2:32][CH2:31][N:30](C(OC(C)(C)C)=O)[C@@H:29]([CH3:40])[CH2:28]3)=[CH:23][CH:22]=2)[CH:18]=[CH:19][CH:20]=1.C(Cl)CCl.C1C=CC2N(O)N=NC=2C=1.C([O-])([O-])=O.[Na+].[Na+]. (5) Given the product [C:29]([O:28][C:26]([NH:33][CH2:34][CH2:35][NH:36][C:2]1[N:7]=[C:6]([NH:8][C:9](=[O:15])[O:10][C:11]([CH3:14])([CH3:13])[CH3:12])[C:5]([C:16](=[O:21])[C:17]([F:20])([F:19])[F:18])=[CH:4][CH:3]=1)=[O:27])([CH3:32])([CH3:31])[CH3:30], predict the reactants needed to synthesize it. The reactants are: Cl[C:2]1[N:7]=[C:6]([NH:8][C:9](=[O:15])[O:10][C:11]([CH3:14])([CH3:13])[CH3:12])[C:5]([C:16](=[O:21])[C:17]([F:20])([F:19])[F:18])=[CH:4][CH:3]=1.CS(C)=O.[C:26]([NH:33][CH2:34][CH2:35][NH2:36])([O:28][C:29]([CH3:32])([CH3:31])[CH3:30])=[O:27].C(N(CC)C(C)C)(C)C. (6) Given the product [CH3:21][N:18]1[CH2:19][CH2:20][C:8]2[N:7]([C:3]3[C:2]([C:22]4[CH:27]=[CH:26][CH:25]=[CH:24][CH:23]=4)=[CH:6][S:5][CH:4]=3)[C:15]3[CH:14]=[CH:13][C:12]([CH3:16])=[CH:11][C:10]=3[C:9]=2[CH2:17]1, predict the reactants needed to synthesize it. The reactants are: Br[C:2]1[C:3]([N:7]2[C:15]3[CH:14]=[CH:13][C:12]([CH3:16])=[CH:11][C:10]=3[C:9]3[CH2:17][N:18]([CH3:21])[CH2:19][CH2:20][C:8]2=3)=[CH:4][S:5][CH:6]=1.[C:22]1(B(O)O)[CH:27]=[CH:26][CH:25]=[CH:24][CH:23]=1.[O-]P([O-])([O-])=O.[K+].[K+].[K+].